Dataset: Full USPTO retrosynthesis dataset with 1.9M reactions from patents (1976-2016). Task: Predict the reactants needed to synthesize the given product. (1) Given the product [O:36]=[C:27]1[N:28]([CH:30]2[CH2:31][CH2:32][N:33]([C:39]([NH:1][C@H:2]([CH2:8][C:9]3[CH:18]=[CH:17][C:16]4[CH2:15][CH2:14][CH2:13][CH2:12][C:11]=4[CH:10]=3)[C:3]([O:5][CH2:6][CH3:7])=[O:4])=[O:40])[CH2:34][CH2:35]2)[N:29]=[C:25]([C:19]2[CH:20]=[CH:21][CH:22]=[CH:23][CH:24]=2)[NH:26]1, predict the reactants needed to synthesize it. The reactants are: [NH2:1][C@H:2]([CH2:8][C:9]1[CH:18]=[CH:17][C:16]2[CH2:15][CH2:14][CH2:13][CH2:12][C:11]=2[CH:10]=1)[C:3]([O:5][CH2:6][CH3:7])=[O:4].[C:19]1([C:25]2[NH:26][C:27](=[O:36])[N:28]([CH:30]3[CH2:35][CH2:34][NH:33][CH2:32][CH2:31]3)[N:29]=2)[CH:24]=[CH:23][CH:22]=[CH:21][CH:20]=1.C1C[O:40][CH2:39]C1. (2) Given the product [F:1][C:2]1[CH:7]=[C:6]([C:8]#[C:9][CH3:10])[CH:5]=[C:4]([O:11][CH3:12])[C:3]=1[CH:13]1[C:14](=[O:23])[CH:15]([CH2:20][C:21]#[CH:22])[CH2:16][C:17]1=[O:18], predict the reactants needed to synthesize it. The reactants are: [F:1][C:2]1[CH:7]=[C:6]([C:8]#[C:9][CH3:10])[CH:5]=[C:4]([O:11][CH3:12])[C:3]=1[C:13]1[C:14](=[O:23])[CH:15]([CH2:20][C:21]#[CH:22])[CH2:16][C:17]=1[O:18]C.Cl.ClCCl.O. (3) Given the product [O:4]1[CH:5]=[CH:6][C:2]([NH:1][C:8](=[O:9])[O:10][C:11]2[CH:12]=[CH:13][C:14]([N+:17]([O-:19])=[O:18])=[CH:15][CH:16]=2)=[N:3]1, predict the reactants needed to synthesize it. The reactants are: [NH2:1][C:2]1[CH:6]=[CH:5][O:4][N:3]=1.Cl[C:8]([O:10][C:11]1[CH:16]=[CH:15][C:14]([N+:17]([O-:19])=[O:18])=[CH:13][CH:12]=1)=[O:9]. (4) Given the product [NH2:13][C:7]1[CH:6]=[C:5]([CH:10]=[CH:9][C:8]=1[NH:11][CH3:12])[C:4]([N:3]([CH2:17][CH3:18])[CH2:1][CH3:2])=[O:16], predict the reactants needed to synthesize it. The reactants are: [CH2:1]([N:3]([CH2:17][CH3:18])[C:4](=[O:16])[C:5]1[CH:10]=[CH:9][C:8]([NH:11][CH3:12])=[C:7]([N+:13]([O-])=O)[CH:6]=1)[CH3:2]. (5) Given the product [NH2:8][C:9]1[C:18]2[C:13](=[CH:14][C:15]([O:19][CH:20]([C:31]3[CH:36]=[CH:35][C:34]([O:37][CH3:38])=[C:33]([O:39][CH3:40])[CH:32]=3)[C:21]([OH:23])=[O:22])=[CH:16][CH:17]=2)[CH:12]=[CH:11][N:10]=1, predict the reactants needed to synthesize it. The reactants are: FC(F)(F)C(O)=O.[NH2:8][C:9]1[C:18]2[C:13](=[CH:14][C:15]([O:19][CH:20]([C:31]3[CH:36]=[CH:35][C:34]([O:37][CH3:38])=[C:33]([O:39][CH3:40])[CH:32]=3)[C:21]([O:23]CC3C=CC=CC=3)=[O:22])=[CH:16][CH:17]=2)[CH:12]=[CH:11][N:10]=1. (6) Given the product [CH2:1]([O:3][C:4]([C:6]1[C:17](=[O:18])[N:16]([CH:19]2[CH2:23][CH2:22][CH2:21][CH2:20]2)[C:9]2[N:10]=[C:11]([S:14]([CH3:15])=[O:32])[N:12]=[CH:13][C:8]=2[C:7]=1[CH3:24])=[O:5])[CH3:2], predict the reactants needed to synthesize it. The reactants are: [CH2:1]([O:3][C:4]([C:6]1[C:17](=[O:18])[N:16]([CH:19]2[CH2:23][CH2:22][CH2:21][CH2:20]2)[C:9]2[N:10]=[C:11]([S:14][CH3:15])[N:12]=[CH:13][C:8]=2[C:7]=1[CH3:24])=[O:5])[CH3:2].C1(S(N2C(C3C=CC=CC=3)O2)(=O)=[O:32])C=CC=CC=1. (7) Given the product [NH2:60][C:51]1[N:50]=[C:49]([NH:48][CH2:44][CH2:45][CH2:46][CH3:47])[N:57]=[C:56]2[C:52]=1[N:53]=[C:54]([O:58][CH3:59])[N:55]2[CH2:62][CH2:63][CH2:64][CH2:65][CH:66]1[CH2:67][CH2:68][N:69]([C:72]([O:74][CH2:75][C:76]2[CH:77]=[CH:78][CH:79]=[CH:80][CH:81]=2)=[O:73])[CH2:70][CH2:71]1, predict the reactants needed to synthesize it. The reactants are: NC1N=C(OCCCC)N=C2C=1N=C(OC)N2CCCC1CCCCN1C(OCC1C=CC=CC=1)=O.FC(F)(F)C(O)=O.[CH2:44]([NH:48][C:49]1[N:57]=[C:56]2[C:52]([N:53]=[C:54]([O:58][CH3:59])[NH:55]2)=[C:51]([NH2:60])[N:50]=1)[CH2:45][CH2:46][CH3:47].Br[CH2:62][CH2:63][CH2:64][CH2:65][CH:66]1[CH2:71][CH2:70][N:69]([C:72]([O:74][CH2:75][C:76]2[CH:81]=[CH:80][CH:79]=[CH:78][CH:77]=2)=[O:73])[CH2:68][CH2:67]1. (8) Given the product [F:18][C:29]1[CH:14]=[CH:13][C:12]([CH:11]([CH3:10])[C:49]([OH:51])=[O:50])=[CH:30][CH:28]=1, predict the reactants needed to synthesize it. The reactants are: CN(C(ON1N=N[C:11]2[CH:12]=[CH:13][CH:14]=N[C:10]1=2)=[N+](C)C)C.[F:18][P-](F)(F)(F)(F)F.CCN(C(C)C)[CH:28]([CH3:30])[CH3:29].CN[C@H]1CN2C3C(C(C[C:49]([O:51]CCC)=[O:50])=C2CC1)=CC=CC=3. (9) Given the product [C:14]1([CH2:13][C@H:12]([O:20][C:21]2[CH:26]=[CH:25][C:24]([C:27]([OH:36])([C:32]([F:33])([F:34])[F:35])[C:28]([F:30])([F:31])[F:29])=[CH:23][CH:22]=2)[CH2:11][O:10][C:7]2[CH:6]=[CH:5][C:4]([C:3]([OH:37])=[O:2])=[CH:9][CH:8]=2)[CH:19]=[CH:18][CH:17]=[CH:16][CH:15]=1, predict the reactants needed to synthesize it. The reactants are: C[O:2][C:3](=[O:37])[C:4]1[CH:9]=[CH:8][C:7]([O:10][CH2:11][C@@H:12]([O:20][C:21]2[CH:26]=[CH:25][C:24]([C:27]([OH:36])([C:32]([F:35])([F:34])[F:33])[C:28]([F:31])([F:30])[F:29])=[CH:23][CH:22]=2)[CH2:13][C:14]2[CH:19]=[CH:18][CH:17]=[CH:16][CH:15]=2)=[CH:6][CH:5]=1.C1(C[C@H](OC2C=CC(C(O)(C(F)(F)F)C(F)(F)F)=CC=2)COC2C=CC=CC=2C(O)=O)C=CC=CC=1. (10) Given the product [CH2:1]([O:5][C:6]([C@@H:8]1[CH2:13][CH2:12][CH2:11][N:10]([C:14](=[O:46])[C@@H:15]([NH:31][C:32](=[O:45])[C@@H:33]([NH2:37])[CH:34]([CH3:36])[CH3:35])[CH2:16][C:17]2[CH:22]=[CH:21][CH:20]=[C:19]([O:23][Si:24]([C:27]([CH3:28])([CH3:30])[CH3:29])([CH3:25])[CH3:26])[CH:18]=2)[NH:9]1)=[O:7])[CH2:2]/[CH:3]=[CH:4]/[CH:47]=[CH2:48], predict the reactants needed to synthesize it. The reactants are: [CH2:1]([O:5][C:6]([C@@H:8]1[CH2:13][CH2:12][CH2:11][N:10]([C:14](=[O:46])[C@@H:15]([NH:31][C:32](=[O:45])[C@@H:33]([NH:37]C(OC(C)(C)C)=O)[CH:34]([CH3:36])[CH3:35])[CH2:16][C:17]2[CH:22]=[CH:21][CH:20]=[C:19]([O:23][Si:24]([C:27]([CH3:30])([CH3:29])[CH3:28])([CH3:26])[CH3:25])[CH:18]=2)[NH:9]1)=[O:7])[CH2:2][CH:3]=[CH2:4].[C:47](OC(N[C@@H](C(C)C)C(N[C@@H](CC1C=CC=C(O[Si](C(C)(C)C)(C)C)C=1)C(N1CCN[C@H](C(OCC/C=C/C=C)=O)C1)=O)=O)=O)(C)(C)[CH3:48].C(=O)CC=C.